The task is: Predict the reaction yield, written as a fraction of the theoretical maximum amount of product (1.0 means a 100% yield; for example, 0.34 means a 34% yield).. This data is from Reaction yield outcomes from USPTO patents with 853,638 reactions. (1) The reactants are [Br:1][C:2]1[C:7]([C:8](=[O:10])[CH3:9])=[CH:6][CH:5]=[CH:4][N:3]=1.[Br:11]Br. The catalyst is C(O)(=O)C.C(OCC)(=O)C.C(=O)(O)[O-].[Na+]. The product is [Br:11][CH2:9][C:8]([C:7]1[C:2]([Br:1])=[N:3][CH:4]=[CH:5][CH:6]=1)=[O:10]. The yield is 0.730. (2) The reactants are [N:1]([CH2:4][CH2:5][O:6][CH2:7][CH2:8][O:9][CH2:10][CH2:11][O:12][CH2:13][C:14]1[CH:19]=[CH:18][C:17]([O:20][CH3:21])=[CH:16][CH:15]=1)=[N+]=[N-].C1(P(C2C=CC=CC=2)C2C=CC=CC=2)C=CC=CC=1.O. The catalyst is C1COCC1.C(OCC)C. The product is [CH3:21][O:20][C:17]1[CH:16]=[CH:15][C:14]([CH2:13][O:12][CH2:11][CH2:10][O:9][CH2:8][CH2:7][O:6][CH2:5][CH2:4][NH2:1])=[CH:19][CH:18]=1. The yield is 0.700. (3) The reactants are [CH2:1]([O:8][NH:9][C@H:10]1[CH2:15][NH:14][CH:13]([C:16]([NH2:18])=[O:17])[C:12]([CH2:19][O:20][Si:21]([C:24]([CH3:27])([CH3:26])[CH3:25])([CH3:23])[CH3:22])=[CH:11]1)[C:2]1[CH:7]=[CH:6][CH:5]=[CH:4][CH:3]=1.C(N(C(C)C)CC)(C)C.Cl[C:38](Cl)([O:40]C(=O)OC(Cl)(Cl)Cl)Cl. The catalyst is C(#N)C.C(OCC)(=O)C. The product is [CH2:1]([O:8][N:9]1[C:38](=[O:40])[N:14]2[CH2:15][C@H:10]1[CH:11]=[C:12]([CH2:19][O:20][Si:21]([C:24]([CH3:27])([CH3:26])[CH3:25])([CH3:22])[CH3:23])[C@H:13]2[C:16]([NH2:18])=[O:17])[C:2]1[CH:7]=[CH:6][CH:5]=[CH:4][CH:3]=1. The yield is 0.375.